Dataset: Reaction yield outcomes from USPTO patents with 853,638 reactions. Task: Predict the reaction yield, written as a fraction of the theoretical maximum amount of product (1.0 means a 100% yield; for example, 0.34 means a 34% yield). The catalyst is C1(OC2C=CC=CC=2)C=CC=CC=1.CCOC(C)=O. The reactants are Cl[C:2]1[CH:7]=[CH:6][N:5]=[C:4]2[CH:8]=[C:9]([C:11]([N:13]([CH3:15])[CH3:14])=[O:12])[S:10][C:3]=12.C(=O)([O-])[O-].[K+].[K+].[F:22][C:23]1[CH:28]=[C:27]([N+:29]([O-:31])=[O:30])[CH:26]=[CH:25][C:24]=1[OH:32].CO.CCOC(C)=O. The product is [F:22][C:23]1[CH:28]=[C:27]([N+:29]([O-:31])=[O:30])[CH:26]=[CH:25][C:24]=1[O:32][C:2]1[CH:7]=[CH:6][N:5]=[C:4]2[CH:8]=[C:9]([C:11]([N:13]([CH3:15])[CH3:14])=[O:12])[S:10][C:3]=12. The yield is 0.410.